Dataset: Full USPTO retrosynthesis dataset with 1.9M reactions from patents (1976-2016). Task: Predict the reactants needed to synthesize the given product. (1) The reactants are: [Cl:1][C:2]1[CH:7]=[CH:6][C:5]([C:8](=[O:25])[CH2:9][CH2:10][N:11]2[CH2:16][CH2:15][CH:14]([C:17]3[N:18]([CH2:23][CH3:24])[N:19]=[C:20]([CH3:22])[CH:21]=3)[CH2:13][CH2:12]2)=[CH:4][CH:3]=1.[BH4-].[Na+]. Given the product [Cl:1][C:2]1[CH:7]=[CH:6][C:5]([CH:8]([OH:25])[CH2:9][CH2:10][N:11]2[CH2:16][CH2:15][CH:14]([C:17]3[N:18]([CH2:23][CH3:24])[N:19]=[C:20]([CH3:22])[CH:21]=3)[CH2:13][CH2:12]2)=[CH:4][CH:3]=1, predict the reactants needed to synthesize it. (2) Given the product [ClH:14].[CH2:3]1[C@@H:4]2[CH2:8][CH2:7][CH2:6][C@@H:5]2[CH:1]=[N:2]1, predict the reactants needed to synthesize it. The reactants are: [CH2:1]1[CH:5]2[CH2:6][CH2:7][CH2:8][CH:4]2[CH2:3][NH:2]1.OP(O)(O)=O.[ClH:14]. (3) Given the product [Cl:1][C:2]1[CH:3]=[C:4]([O:11][CH2:12][C:13]2([CH3:30])[CH2:17][CH2:16][N:15]([C:18]([C@H:20]3[CH2:25][CH2:24][C@H:23]([C:26]([F:27])([F:28])[F:29])[CH2:22][CH2:21]3)=[O:19])[CH2:14]2)[C:5]([C:8]#[N:10])=[N:6][CH:7]=1, predict the reactants needed to synthesize it. The reactants are: [Cl:1][C:2]1[CH:3]=[C:4]([O:11][CH2:12][C:13]2([CH3:30])[CH2:17][CH2:16][N:15]([C:18]([C@H:20]3[CH2:25][CH2:24][C@H:23]([C:26]([F:29])([F:28])[F:27])[CH2:22][CH2:21]3)=[O:19])[CH2:14]2)[C:5]([C:8]([NH2:10])=O)=[N:6][CH:7]=1.FC(F)(F)[C@H]1CC[C@H](C(O)=O)CC1.N1C2C(=CC=CC=2)C=C1C(O)=O. (4) Given the product [C:1]1([C:7]2[N:12]=[N:11][C:10]3[NH:13][CH:15]=[CH:14][C:9]=3[CH:8]=2)[CH:6]=[CH:5][CH:4]=[CH:3][CH:2]=1, predict the reactants needed to synthesize it. The reactants are: [C:1]1([C:7]2[N:12]=[N:11][C:10]([NH2:13])=[C:9]([C:14]#[C:15][Si](C)(C)C)[CH:8]=2)[CH:6]=[CH:5][CH:4]=[CH:3][CH:2]=1.CCCC[N+](CCCC)(CCCC)CCCC.[F-]. (5) The reactants are: [C:1]([O:5][C:6]([N:8]([CH3:14])[C@@H:9]([CH3:13])[C:10]([OH:12])=O)=[O:7])([CH3:4])([CH3:3])[CH3:2].C(Cl)CCl.N1C2C(=NC=CC=2)N(O)N=1.[NH2:29][C@@H:30]([C:65]([CH3:68])([CH3:67])[CH3:66])[C:31]([N:33]1[C@H:42]([C:43]([N:45]([CH2:54][C:55]2[CH:64]=[CH:63][C:58]([C:59]([O:61][CH3:62])=[O:60])=[CH:57][CH:56]=2)[CH2:46][CH2:47][C:48]2[CH:53]=[CH:52][CH:51]=[CH:50][CH:49]=2)=[O:44])[CH2:41][C:40]2[C:35](=[CH:36][CH:37]=[CH:38][CH:39]=2)[CH2:34]1)=[O:32].C(O)(C(F)(F)F)=O.CN1CCOCC1. Given the product [C:1]([O:5][C:6]([N:8]([CH3:14])[C@@H:9]([CH3:13])[C:10]([NH:29][C@@H:30]([C:65]([CH3:68])([CH3:67])[CH3:66])[C:31]([N:33]1[C@H:42]([C:43]([N:45]([CH2:54][C:55]2[CH:56]=[CH:57][C:58]([C:59]([O:61][CH3:62])=[O:60])=[CH:63][CH:64]=2)[CH2:46][CH2:47][C:48]2[CH:53]=[CH:52][CH:51]=[CH:50][CH:49]=2)=[O:44])[CH2:41][C:40]2[C:35](=[CH:36][CH:37]=[CH:38][CH:39]=2)[CH2:34]1)=[O:32])=[O:12])=[O:7])([CH3:2])([CH3:3])[CH3:4], predict the reactants needed to synthesize it. (6) The reactants are: [NH2:1][C:2]1[N:6]([C:7]2[CH:12]=[CH:11][C:10]([C:13]3[CH:18]=[CH:17][C:16]([C:19]4([C:22](OC)=[O:23])[CH2:21][CH2:20]4)=[CH:15][CH:14]=3)=[CH:9][CH:8]=2)[CH:5]=[N:4][N:3]=1.[Li+].C[Si]([N-][Si](C)(C)C)(C)C.N1([C:41]([O:43][C@@H:44]([C:46]2[CH:51]=[CH:50][CH:49]=[CH:48][CH:47]=2)[CH3:45])=[O:42])C=CN=C1.C1C[O:55]CC1. Given the product [C:46]1([C@H:44]([O:43][C:41]([NH:1][C:2]2[N:6]([C:7]3[CH:8]=[CH:9][C:10]([C:13]4[CH:18]=[CH:17][C:16]([C:19]5([C:22]([OH:23])=[O:55])[CH2:21][CH2:20]5)=[CH:15][CH:14]=4)=[CH:11][CH:12]=3)[CH:5]=[N:4][N:3]=2)=[O:42])[CH3:45])[CH:51]=[CH:50][CH:49]=[CH:48][CH:47]=1, predict the reactants needed to synthesize it. (7) Given the product [Br:70][C:21]1[N:20]=[C:19]([NH:18][C:13]2[CH:12]=[C:11]3[C:10](=[CH:15][CH:14]=2)[CH2:9][N:8]([C:6]([O:5][C:1]([CH3:4])([CH3:3])[CH3:2])=[O:7])[CH2:17]3)[C:24](=[O:25])[N:23]([CH3:26])[CH:22]=1, predict the reactants needed to synthesize it. The reactants are: [C:1]([O:5][C:6]([N:8]1[CH2:17]C[C:15]2[C:10](=[CH:11][CH:12]=[C:13]([NH:18][C:19]3[C:24](=[O:25])[N:23]([CH3:26])[CH:22]=[C:21](C4C=C(F)C=C(N5CCN6C7CCCCC=7C=C6C5=O)C=4COC(=O)C)[N:20]=3)[CH:14]=2)[CH2:9]1)=[O:7])([CH3:4])([CH3:3])[CH3:2].NC1C=C2C(=CC=1)CN(C(OC(C)(C)C)=O)C2.[Br:70]C1C(=O)N(C)C=C(Br)N=1. (8) Given the product [NH2:11][C:9]1[N:8]=[CH:7][N:6]=[C:5]2[N:4]([CH:17]3[CH2:13][CH2:14][N:15]([C:18]([O:20][C:21]([CH3:24])([CH3:23])[CH3:22])=[O:19])[CH2:16]3)[N:3]=[C:2]([I:1])[C:10]=12, predict the reactants needed to synthesize it. The reactants are: [I:1][C:2]1[C:10]2[C:5](=[N:6][CH:7]=[N:8][C:9]=2[NH2:11])[NH:4][N:3]=1.O[CH:13]1[CH2:17][CH2:16][N:15]([C:18]([O:20][C:21]([CH3:24])([CH3:23])[CH3:22])=[O:19])[CH2:14]1.C1(P(C2C=CC=CC=2)C2C=CC=CC=2)C=CC=CC=1.CCOC(/N=N/C(OCC)=O)=O. (9) Given the product [CH:15]1([O:20][C:21]2[CH:26]=[CH:25][C:24]([C:27]3[CH:28]=[CH:29][C:30]([O:33][C:34]([F:37])([F:36])[F:35])=[CH:31][CH:32]=3)=[CH:23][C:22]=2[CH2:38][CH2:39][C:40]2[CH:41]=[CH:42][C:43]([C:44]([NH:46][CH2:47][CH2:48][C:9]([O:11][C:12]([CH3:13])([CH3:14])[CH3:54])=[O:10])=[O:45])=[CH:52][CH:53]=2)[CH2:19][CH2:18][CH2:17][CH2:16]1, predict the reactants needed to synthesize it. The reactants are: [CH3:13][CH:12]([O:11][C:9](/N=N/[C:9]([O:11][CH:12]([CH3:14])[CH3:13])=[O:10])=[O:10])[CH3:14].[CH:15]1([O:20][C:21]2[CH:26]=[CH:25][C:24]([C:27]3[CH:32]=[CH:31][C:30]([O:33][C:34]([F:37])([F:36])[F:35])=[CH:29][CH:28]=3)=[CH:23][C:22]=2[CH2:38][CH2:39][C:40]2[CH:53]=[CH:52][C:43]([C:44]([NH:46][CH2:47][CH2:48]C(O)=O)=[O:45])=[CH:42][CH:41]=2)[CH2:19][CH2:18][CH2:17][CH2:16]1.[C:54]1(P(C2C=CC=CC=2)C2C=CC=CC=2)C=CC=CC=1.C1(O)CCCC1.